Dataset: Catalyst prediction with 721,799 reactions and 888 catalyst types from USPTO. Task: Predict which catalyst facilitates the given reaction. (1) The catalyst class is: 6. Product: [OH:45][CH:43]([CH3:44])[CH2:42][S:41][C:2]1[N:7]=[CH:6][C:5]([C:8]2[CH:13]=[CH:12][N:11]=[C:10]([NH:14][C:15]3[CH:16]=[C:17]([NH:22][C:23](=[O:34])[C:24]4[CH:29]=[CH:28][CH:27]=[C:26]([C:30]([F:33])([F:32])[F:31])[CH:25]=4)[CH:18]=[CH:19][C:20]=3[CH3:21])[N:9]=2)=[CH:4][CH:3]=1. Reactant: Cl[C:2]1[N:7]=[CH:6][C:5]([C:8]2[CH:13]=[CH:12][N:11]=[C:10]([NH:14][C:15]3[CH:16]=[C:17]([NH:22][C:23](=[O:34])[C:24]4[CH:29]=[CH:28][CH:27]=[C:26]([C:30]([F:33])([F:32])[F:31])[CH:25]=4)[CH:18]=[CH:19][C:20]=3[CH3:21])[N:9]=2)=[CH:4][CH:3]=1.C(=O)([O-])[O-].[K+].[K+].[SH:41][CH2:42][CH:43]([OH:45])[CH3:44]. (2) Reactant: [Cl-:1].[NH:2]([C:4](=[O:12])[CH2:5][N+:6]1[CH:11]=[CH:10][CH:9]=[CH:8][CH:7]=1)[NH2:3].[CH:13]1[CH:18]=[CH:17][C:16](/[CH:19]=[CH:20]/[CH:21]=O)=[CH:15][CH:14]=1. Product: [Cl-:1].[O:12]=[C:4]([NH:2]/[N:3]=[CH:21]/[CH:20]=[CH:19]/[C:16]1[CH:17]=[CH:18][CH:13]=[CH:14][CH:15]=1)[CH2:5][N+:6]1[CH:7]=[CH:8][CH:9]=[CH:10][CH:11]=1. The catalyst class is: 8. (3) Reactant: [CH3:1][O:2][C:3]1[CH:10]=[CH:9][C:6]([CH:7]=[O:8])=[C:5]([O:11][CH2:12][CH:13]2[CH2:18][CH:17]([O:19][CH2:20][CH2:21][CH2:22][CH2:23][CH2:24][CH2:25][CH2:26][CH2:27][CH2:28][CH2:29][CH2:30][CH2:31][CH2:32][CH2:33][CH2:34][CH2:35][CH2:36][CH3:37])[CH:16]([O:38][CH2:39][CH2:40][CH2:41][CH2:42][CH2:43][CH2:44][CH2:45][CH2:46][CH2:47][CH2:48][CH2:49][CH2:50][CH2:51][CH2:52][CH2:53][CH2:54][CH2:55][CH3:56])[CH:15]([O:57][CH2:58][CH2:59][CH2:60][CH2:61][CH2:62][CH2:63][CH2:64][CH2:65][CH2:66][CH2:67][CH2:68][CH2:69][CH2:70][CH2:71][CH2:72][CH2:73][CH2:74][CH3:75])[CH2:14]2)[CH:4]=1.[BH4-].[Na+].Cl. The catalyst class is: 36. Product: [CH3:1][O:2][C:3]1[CH:10]=[CH:9][C:6]([CH2:7][OH:8])=[C:5]([O:11][CH2:12][CH:13]2[CH2:18][CH:17]([O:19][CH2:20][CH2:21][CH2:22][CH2:23][CH2:24][CH2:25][CH2:26][CH2:27][CH2:28][CH2:29][CH2:30][CH2:31][CH2:32][CH2:33][CH2:34][CH2:35][CH2:36][CH3:37])[CH:16]([O:38][CH2:39][CH2:40][CH2:41][CH2:42][CH2:43][CH2:44][CH2:45][CH2:46][CH2:47][CH2:48][CH2:49][CH2:50][CH2:51][CH2:52][CH2:53][CH2:54][CH2:55][CH3:56])[CH:15]([O:57][CH2:58][CH2:59][CH2:60][CH2:61][CH2:62][CH2:63][CH2:64][CH2:65][CH2:66][CH2:67][CH2:68][CH2:69][CH2:70][CH2:71][CH2:72][CH2:73][CH2:74][CH3:75])[CH2:14]2)[CH:4]=1. (4) Reactant: [OH:1][C:2]1[CH:11]=[CH:10][CH:9]=[C:8]2[C:3]=1[CH2:4][CH2:5][CH2:6][C:7]2=[O:12].C([O-])([O-])=O.[K+].[K+].[CH2:19](I)[CH3:20]. Product: [CH2:19]([O:1][C:2]1[CH:11]=[CH:10][CH:9]=[C:8]2[C:3]=1[CH2:4][CH2:5][CH2:6][C:7]2=[O:12])[CH3:20]. The catalyst class is: 31. (5) Reactant: C([NH:8][CH2:9][CH:10]([C:15]([F:18])([F:17])[F:16])[C:11]([F:14])([F:13])[F:12])C1C=CC=CC=1.[CH3:19][C:20]1[CH:21]=[CH:22][C:23]([S:26]([OH:29])(=[O:28])=[O:27])=[CH:24][CH:25]=1.O. Product: [CH3:19][C:20]1[CH:21]=[CH:22][C:23]([S:26]([OH:29])(=[O:28])=[O:27])=[CH:24][CH:25]=1.[F:12][C:11]([F:13])([F:14])[CH:10]([C:15]([F:16])([F:18])[F:17])[CH2:9][NH2:8]. The catalyst class is: 19. (6) Reactant: [NH2:1][C:2]1[CH:7]=[CH:6][C:5]([OH:8])=[CH:4][CH:3]=1.CC(C)([O-])C.[K+].I[C:16]1[CH:17]=[CH:18][C:19]2[N:20]([CH:22]=[C:23]([NH:25][C:26]([CH:28]3[CH2:30][CH2:29]3)=[O:27])[N:24]=2)[N:21]=1.C(=O)([O-])[O-].[K+].[K+]. Product: [NH2:1][C:2]1[CH:7]=[CH:6][C:5]([O:8][C:16]2[CH:17]=[CH:18][C:19]3[N:20]([CH:22]=[C:23]([NH:25][C:26]([CH:28]4[CH2:29][CH2:30]4)=[O:27])[N:24]=3)[N:21]=2)=[CH:4][CH:3]=1. The catalyst class is: 391. (7) Reactant: F[C:2]1[N:7]=[CH:6][C:5]([C@H:8]([N:10]2[CH2:15][CH2:14][N:13]([C:16]([O:18][C:19]([CH3:22])([CH3:21])[CH3:20])=[O:17])[CH2:12][C@@H:11]2[CH3:23])[CH3:9])=[CH:4][C:3]=1[C:24]1[N:32]=[C:31]([CH3:33])[N:30]=[C:29]2[C:25]=1[N:26]=[CH:27][N:28]2[CH:34]1[CH2:39][CH2:38][CH2:37][CH2:36][O:35]1.[F:40][C:41]1[CH:42]=[C:43]([NH2:49])[CH:44]=[N:45][C:46]=1[O:47][CH3:48].C[Si]([N-][Si](C)(C)C)(C)C.[Li+]. Product: [F:40][C:41]1[CH:42]=[C:43]([NH:49][C:2]2[N:7]=[CH:6][C:5]([C@H:8]([N:10]3[CH2:15][CH2:14][N:13]([C:16]([O:18][C:19]([CH3:21])([CH3:20])[CH3:22])=[O:17])[CH2:12][C@@H:11]3[CH3:23])[CH3:9])=[CH:4][C:3]=2[C:24]2[N:32]=[C:31]([CH3:33])[N:30]=[C:29]3[C:25]=2[N:26]=[CH:27][N:28]3[CH:34]2[CH2:39][CH2:38][CH2:37][CH2:36][O:35]2)[CH:44]=[N:45][C:46]=1[O:47][CH3:48]. The catalyst class is: 1. (8) Reactant: C(=O)([O-])[O-].[K+].[K+].C([O:10][CH:11]1[C:12]([O:54][CH:55]([O:57][CH2:58][CH3:59])[CH3:56])([CH3:53])[CH2:13][CH2:14][CH:15]([O:47][CH:48]([O:50][CH2:51][CH3:52])[CH3:49])[CH2:16][C:17]([O:19][CH:20](/[C:25](/[CH3:46])=[CH:26]/[CH:27]=[CH:28]/[CH:29]([CH3:45])[CH2:30][CH:31]2[O:44][CH:32]2[CH:33]([CH3:43])[CH:34]([O:37][CH:38]([O:40][CH2:41][CH3:42])[CH3:39])[CH2:35][CH3:36])[CH:21]([CH3:24])[CH:22]=[CH:23]1)=[O:18])(=O)C.C(O)(=O)C.C(OCC)(=O)C. Product: [CH2:51]([O:50][CH:48]([O:47][CH:15]1[CH2:14][CH2:13][C:12]([O:54][CH:55]([O:57][CH2:58][CH3:59])[CH3:56])([CH3:53])[CH:11]([OH:10])[CH:23]=[CH:22][CH:21]([CH3:24])[CH:20](/[C:25](/[CH3:46])=[CH:26]/[CH:27]=[CH:28]/[CH:29]([CH3:45])[CH2:30][CH:31]2[O:44][CH:32]2[CH:33]([CH3:43])[CH:34]([O:37][CH:38]([O:40][CH2:41][CH3:42])[CH3:39])[CH2:35][CH3:36])[O:19][C:17](=[O:18])[CH2:16]1)[CH3:49])[CH3:52]. The catalyst class is: 24.